The task is: Predict which catalyst facilitates the given reaction.. This data is from Catalyst prediction with 721,799 reactions and 888 catalyst types from USPTO. (1) Product: [CH2:22]([O:21][CH2:20][C:5]1([CH2:4][O:3][CH2:1][CH3:2])[CH2:10][CH2:9][C:8]([C:32]2[C:36]([CH2:37][N:38]([CH3:50])[CH2:39][CH2:40][N:41]([CH3:49])[C:42](=[O:48])[O:43][C:44]([CH3:47])([CH3:46])[CH3:45])=[CH:35][N:34]([CH:51]3[CH2:56][CH2:55][CH2:54][CH2:53][O:52]3)[N:33]=2)=[CH:7][CH2:6]1)[CH3:23]. Reactant: [CH2:1]([O:3][CH2:4][C:5]1([CH2:20][O:21][CH2:22][CH3:23])[CH2:10][CH2:9][C:8](B2OC(C)(C)C(C)(C)O2)=[CH:7][CH2:6]1)[CH3:2].C(=O)([O-])[O-].[K+].[K+].O.I[C:32]1[C:36]([CH2:37][N:38]([CH3:50])[CH2:39][CH2:40][N:41]([CH3:49])[C:42](=[O:48])[O:43][C:44]([CH3:47])([CH3:46])[CH3:45])=[CH:35][N:34]([CH:51]2[CH2:56][CH2:55][CH2:54][CH2:53][O:52]2)[N:33]=1. The catalyst class is: 294. (2) Reactant: [H-].[Na+].[C:3]([O:11][C:12]([CH3:15])([CH3:14])[CH3:13])(=[O:10])[CH2:4][C:5]([O:7][CH2:8][CH3:9])=[O:6].[CH2:16]([O:23][C:24]1[CH:29]=[C:28](F)[CH:27]=[CH:26][C:25]=1[N+:31]([O-:33])=[O:32])[C:17]1[CH:22]=[CH:21][CH:20]=[CH:19][CH:18]=1. Product: [CH2:8]([O:7][C:5](=[O:6])[CH:4]([C:28]1[CH:27]=[CH:26][C:25]([N+:31]([O-:33])=[O:32])=[C:24]([O:23][CH2:16][C:17]2[CH:22]=[CH:21][CH:20]=[CH:19][CH:18]=2)[CH:29]=1)[C:3]([O:11][C:12]([CH3:14])([CH3:13])[CH3:15])=[O:10])[CH3:9]. The catalyst class is: 3. (3) Reactant: Cl.[O:2]1[CH2:6][CH2:5][CH:4]([CH2:7][NH2:8])[CH2:3]1.C(N(CC)CC)C.[Br:16][CH2:17][CH2:18][CH2:19][C:20]1[O:24][N:23]=[C:22]([C:25](O)=[O:26])[CH:21]=1.ON1C2C=CC=CC=2N=N1.Cl.C(N=C=NCCCN(C)C)C.Cl. Product: [O:2]1[CH2:6][CH2:5][CH:4]([CH2:7][NH:8][C:25]([C:22]2[CH:21]=[C:20]([CH2:19][CH2:18][CH2:17][Br:16])[O:24][N:23]=2)=[O:26])[CH2:3]1. The catalyst class is: 22. (4) Reactant: C([O:4][C:5]1[CH:14]=[C:13]2[C:8]([CH:9]=[C:10]([C:15]3[CH:20]=[CH:19][C:18]([Br:21])=[CH:17][CH:16]=3)[CH2:11][O:12]2)=[CH:7][CH:6]=1)(=O)C.N1C=CN=C1.O. Product: [OH:4][C:5]1[CH:14]=[C:13]2[C:8]([CH:9]=[C:10]([C:15]3[CH:16]=[CH:17][C:18]([Br:21])=[CH:19][CH:20]=3)[CH2:11][O:12]2)=[CH:7][CH:6]=1. The catalyst class is: 8. (5) Reactant: [CH3:1][S:2]([CH3:5])(=[O:4])=[O:3].C[Li].[F:8][C:9]1[CH:17]=[C:16]([O:18][CH3:19])[CH:15]=[CH:14][C:10]=1[C:11](Cl)=[O:12].Cl. Product: [F:8][C:9]1[CH:17]=[C:16]([O:18][CH3:19])[CH:15]=[CH:14][C:10]=1[C:11](=[O:12])[CH2:1][S:2]([CH3:5])(=[O:4])=[O:3]. The catalyst class is: 7.